Dataset: NCI-60 drug combinations with 297,098 pairs across 59 cell lines. Task: Regression. Given two drug SMILES strings and cell line genomic features, predict the synergy score measuring deviation from expected non-interaction effect. (1) Drug 1: CCC1=CC2CC(C3=C(CN(C2)C1)C4=CC=CC=C4N3)(C5=C(C=C6C(=C5)C78CCN9C7C(C=CC9)(C(C(C8N6C)(C(=O)OC)O)OC(=O)C)CC)OC)C(=O)OC.C(C(C(=O)O)O)(C(=O)O)O. Drug 2: CC1CCC2CC(C(=CC=CC=CC(CC(C(=O)C(C(C(=CC(C(=O)CC(OC(=O)C3CCCCN3C(=O)C(=O)C1(O2)O)C(C)CC4CCC(C(C4)OC)OCCO)C)C)O)OC)C)C)C)OC. Cell line: SNB-75. Synergy scores: CSS=34.1, Synergy_ZIP=1.94, Synergy_Bliss=1.91, Synergy_Loewe=4.75, Synergy_HSA=4.96. (2) Drug 1: CCC1(CC2CC(C3=C(CCN(C2)C1)C4=CC=CC=C4N3)(C5=C(C=C6C(=C5)C78CCN9C7C(C=CC9)(C(C(C8N6C=O)(C(=O)OC)O)OC(=O)C)CC)OC)C(=O)OC)O.OS(=O)(=O)O. Drug 2: CC1=C(C(=CC=C1)Cl)NC(=O)C2=CN=C(S2)NC3=CC(=NC(=N3)C)N4CCN(CC4)CCO. Cell line: HCC-2998. Synergy scores: CSS=11.7, Synergy_ZIP=0.0128, Synergy_Bliss=1.11, Synergy_Loewe=-2.56, Synergy_HSA=2.11. (3) Drug 1: CC1=C2C(C(=O)C3(C(CC4C(C3C(C(C2(C)C)(CC1OC(=O)C(C(C5=CC=CC=C5)NC(=O)OC(C)(C)C)O)O)OC(=O)C6=CC=CC=C6)(CO4)OC(=O)C)OC)C)OC. Drug 2: CCCCCOC(=O)NC1=NC(=O)N(C=C1F)C2C(C(C(O2)C)O)O. Cell line: IGROV1. Synergy scores: CSS=33.9, Synergy_ZIP=1.99, Synergy_Bliss=0.308, Synergy_Loewe=-25.5, Synergy_HSA=0.816. (4) Synergy scores: CSS=5.70, Synergy_ZIP=3.44, Synergy_Bliss=5.94, Synergy_Loewe=3.96, Synergy_HSA=4.61. Drug 2: CNC(=O)C1=CC=CC=C1SC2=CC3=C(C=C2)C(=NN3)C=CC4=CC=CC=N4. Drug 1: CC(C1=C(C=CC(=C1Cl)F)Cl)OC2=C(N=CC(=C2)C3=CN(N=C3)C4CCNCC4)N. Cell line: OVCAR-4. (5) Drug 1: C1CCC(C1)C(CC#N)N2C=C(C=N2)C3=C4C=CNC4=NC=N3. Drug 2: CCN(CC)CCCC(C)NC1=C2C=C(C=CC2=NC3=C1C=CC(=C3)Cl)OC. Cell line: SK-MEL-5. Synergy scores: CSS=-18.9, Synergy_ZIP=7.18, Synergy_Bliss=-5.15, Synergy_Loewe=-55.8, Synergy_HSA=-22.7. (6) Drug 1: CC1CCC2CC(C(=CC=CC=CC(CC(C(=O)C(C(C(=CC(C(=O)CC(OC(=O)C3CCCCN3C(=O)C(=O)C1(O2)O)C(C)CC4CCC(C(C4)OC)O)C)C)O)OC)C)C)C)OC. Drug 2: COC1=C2C(=CC3=C1OC=C3)C=CC(=O)O2. Cell line: BT-549. Synergy scores: CSS=17.2, Synergy_ZIP=-3.65, Synergy_Bliss=0.975, Synergy_Loewe=-10.6, Synergy_HSA=1.39. (7) Drug 1: CC1C(C(CC(O1)OC2CC(OC(C2O)C)OC3=CC4=CC5=C(C(=O)C(C(C5)C(C(=O)C(C(C)O)O)OC)OC6CC(C(C(O6)C)O)OC7CC(C(C(O7)C)O)OC8CC(C(C(O8)C)O)(C)O)C(=C4C(=C3C)O)O)O)O. Drug 2: CC12CCC3C(C1CCC2O)C(CC4=C3C=CC(=C4)O)CCCCCCCCCS(=O)CCCC(C(F)(F)F)(F)F. Cell line: UACC-257. Synergy scores: CSS=58.6, Synergy_ZIP=-0.513, Synergy_Bliss=-2.21, Synergy_Loewe=-29.3, Synergy_HSA=-2.29. (8) Drug 2: C1C(C(OC1N2C=NC3=C2NC=NCC3O)CO)O. Synergy scores: CSS=12.2, Synergy_ZIP=-3.47, Synergy_Bliss=-1.14, Synergy_Loewe=-1.51, Synergy_HSA=1.33. Cell line: T-47D. Drug 1: CS(=O)(=O)CCNCC1=CC=C(O1)C2=CC3=C(C=C2)N=CN=C3NC4=CC(=C(C=C4)OCC5=CC(=CC=C5)F)Cl. (9) Drug 2: C1CN(P(=O)(OC1)NCCCl)CCCl. Cell line: IGROV1. Drug 1: C1=CN(C(=O)N=C1N)C2C(C(C(O2)CO)O)O.Cl. Synergy scores: CSS=12.7, Synergy_ZIP=-3.13, Synergy_Bliss=0.951, Synergy_Loewe=-36.9, Synergy_HSA=1.10.